From a dataset of Peptide-MHC class II binding affinity with 134,281 pairs from IEDB. Regression. Given a peptide amino acid sequence and an MHC pseudo amino acid sequence, predict their binding affinity value. This is MHC class II binding data. (1) The MHC is DRB3_0101 with pseudo-sequence DRB3_0101. The binding affinity (normalized) is 0.281. The peptide sequence is RVSDVSVLMKEYDVS. (2) The peptide sequence is STVLGFAALAAAAAF. The MHC is DRB1_0405 with pseudo-sequence DRB1_0405. The binding affinity (normalized) is 0.565. (3) The peptide sequence is STIFPFRRLFMVAEV. The MHC is DRB1_0802 with pseudo-sequence DRB1_0802. The binding affinity (normalized) is 0.0638. (4) The peptide sequence is RPAPGGKAYMDVISR. The MHC is HLA-DQA10303-DQB10402 with pseudo-sequence HLA-DQA10303-DQB10402. The binding affinity (normalized) is 0.300. (5) The peptide sequence is YDKFLANYSTVLTGK. The MHC is DRB1_1302 with pseudo-sequence DRB1_1302. The binding affinity (normalized) is 0.827. (6) The peptide sequence is CVDAKMTEEDKENALSL. The MHC is HLA-DPA10103-DPB10401 with pseudo-sequence HLA-DPA10103-DPB10401. The binding affinity (normalized) is 0.145.